Dataset: Full USPTO retrosynthesis dataset with 1.9M reactions from patents (1976-2016). Task: Predict the reactants needed to synthesize the given product. (1) Given the product [N:10]([C:1]([C:4]1[CH:9]=[CH:8][CH:7]=[CH:6][CH:5]=1)([CH3:3])[CH3:2])=[C:18]=[S:19], predict the reactants needed to synthesize it. The reactants are: [C:1]([NH2:10])([C:4]1[CH:9]=[CH:8][CH:7]=[CH:6][CH:5]=1)([CH3:3])[CH3:2].CCN(CC)CC.[C:18](=S)=[S:19].C1(C)C=CC(S(Cl)(=O)=O)=CC=1. (2) Given the product [CH3:1][N:2]([C:14]([C:16]1[NH:17][C:18]2[C:23]([C:24]=1[C:25]1[CH:30]=[CH:29][CH:28]=[CH:27][CH:26]=1)=[CH:22][CH:21]=[CH:20][CH:19]=2)=[O:15])[NH2:3], predict the reactants needed to synthesize it. The reactants are: [CH3:1][N:2]([C:14]([C:16]1[NH:17][C:18]2[C:23]([C:24]=1[C:25]1[CH:30]=[CH:29][CH:28]=[CH:27][CH:26]=1)=[CH:22][CH:21]=[CH:20][CH:19]=2)=[O:15])[NH:3]C(OCC1C=CC=CC=1)=O. (3) Given the product [Cl:31][C:7]1[CH:6]=[C:5]([C:3]([OH:4])=[O:2])[CH:10]=[CH:9][C:8]=1[C:11]1[CH:12]=[CH:13][C:14]([C:17](=[O:30])[NH:18][C@H:19]([C:24](=[O:29])[NH:25][CH2:26][C:27]#[N:28])[CH2:20][CH:21]([CH3:22])[CH3:23])=[CH:15][CH:16]=1, predict the reactants needed to synthesize it. The reactants are: C[O:2][C:3]([C:5]1[CH:10]=[CH:9][C:8]([C:11]2[CH:16]=[CH:15][C:14]([C:17](=[O:30])[NH:18][C@H:19]([C:24](=[O:29])[NH:25][CH2:26][C:27]#[N:28])[CH2:20][CH:21]([CH3:23])[CH3:22])=[CH:13][CH:12]=2)=[C:7]([Cl:31])[CH:6]=1)=[O:4].[F-].C([N+](CCCC)(CCCC)CCCC)CCC.